This data is from Full USPTO retrosynthesis dataset with 1.9M reactions from patents (1976-2016). The task is: Predict the reactants needed to synthesize the given product. (1) Given the product [Br:1][C:2]1[CH:9]=[CH:8][C:5]([CH2:6][N:12]2[CH2:11][CH2:10][CH2:16][O:15][CH2:14][CH2:13]2)=[CH:4][CH:3]=1, predict the reactants needed to synthesize it. The reactants are: [Br:1][C:2]1[CH:9]=[CH:8][C:5]([CH:6]=O)=[CH:4][CH:3]=1.[CH2:10]1[CH2:16][O:15][CH2:14][CH2:13][NH:12][CH2:11]1.Cl.C(O)(=O)C.C(O[BH-](OC(=O)C)OC(=O)C)(=O)C.[Na+]. (2) Given the product [OH:8][C:5]1[CH:6]=[CH:7][C:2](/[CH:15]=[CH:14]/[C:13]([O:17][CH2:18][CH3:19])=[O:16])=[C:3]([C:9]([F:12])([F:11])[F:10])[CH:4]=1, predict the reactants needed to synthesize it. The reactants are: Br[C:2]1[CH:7]=[CH:6][C:5]([OH:8])=[CH:4][C:3]=1[C:9]([F:12])([F:11])[F:10].[C:13]([O:17][CH2:18][CH3:19])(=[O:16])[CH:14]=[CH2:15].CCN(C(C)C)C(C)C. (3) Given the product [CH3:1][S:2]([C:5]1[CH:10]=[CH:9][CH:8]=[CH:7][C:6]=1[S:11]([NH:15][C:16]1[CH:17]=[C:18]2[C:22](=[CH:23][C:24]=1[CH3:25])[NH:21][N:20]=[C:19]2[C:26]1[CH:27]=[CH:28][CH:29]=[CH:30][CH:31]=1)(=[O:13])=[O:12])(=[O:4])=[O:3], predict the reactants needed to synthesize it. The reactants are: [CH3:1][S:2]([C:5]1[CH:10]=[CH:9][CH:8]=[CH:7][C:6]=1[S:11](Cl)(=[O:13])=[O:12])(=[O:4])=[O:3].[NH2:15][C:16]1[CH:17]=[C:18]2[C:22](=[CH:23][C:24]=1[CH3:25])[NH:21][N:20]=[C:19]2[C:26]1[CH:31]=[CH:30][CH:29]=[CH:28][CH:27]=1.